From a dataset of Reaction yield outcomes from USPTO patents with 853,638 reactions. Predict the reaction yield, written as a fraction of the theoretical maximum amount of product (1.0 means a 100% yield; for example, 0.34 means a 34% yield). (1) The reactants are [I:1][C:2]1[C:6]([CH:7]=O)=[CH:5][N:4]([CH:9]2[CH2:14][CH2:13][CH2:12][CH2:11][O:10]2)[N:3]=1.[CH3:15][NH:16][CH2:17][CH2:18][NH:19][C:20](=[O:26])[O:21][C:22]([CH3:25])([CH3:24])[CH3:23].[BH-](OC(C)=O)(OC(C)=O)OC(C)=O.[Na+]. The catalyst is ClC(Cl)C. The product is [I:1][C:2]1[C:6]([CH2:7][N:16]([CH3:15])[CH2:17][CH2:18][NH:19][C:20](=[O:26])[O:21][C:22]([CH3:23])([CH3:24])[CH3:25])=[CH:5][N:4]([CH:9]2[CH2:14][CH2:13][CH2:12][CH2:11][O:10]2)[N:3]=1. The yield is 0.830. (2) The reactants are [CH3:1][S:2](Cl)(=[O:4])=[O:3].[OH:6][CH:7]1[CH2:12][CH2:11][N:10]([C:13]([O:15][C:16]([CH3:19])([CH3:18])[CH3:17])=[O:14])[CH2:9][CH2:8]1. The catalyst is C(Cl)Cl. The product is [CH3:1][S:2]([O:6][CH:7]1[CH2:8][CH2:9][N:10]([C:13]([O:15][C:16]([CH3:19])([CH3:18])[CH3:17])=[O:14])[CH2:11][CH2:12]1)(=[O:4])=[O:3]. The yield is 1.00. (3) The reactants are C([O:3][C:4](=[O:33])[CH:5]([C:25]1[CH:26]=[N:27][C:28]([O:31][CH3:32])=[N:29][CH:30]=1)[CH2:6][CH2:7][C:8](=[O:24])[CH2:9][CH2:10][CH2:11][CH2:12][C:13]1[CH:14]=[CH:15][C:16]2[CH2:22][CH2:21][CH2:20][CH2:19][NH:18][C:17]=2[N:23]=1)C.[OH:34][P:35]([OH:38])([OH:37])=[O:36]. The catalyst is C(O)C. The product is [P:35](=[O:34])([OH:38])([OH:37])[OH:36].[CH3:32][O:31][C:28]1[N:29]=[CH:30][C:25]([CH:5]([CH2:6][CH2:7][C:8](=[O:24])[CH2:9][CH2:10][CH2:11][CH2:12][C:13]2[CH:14]=[CH:15][C:16]3[CH2:22][CH2:21][CH2:20][CH2:19][NH:18][C:17]=3[N:23]=2)[C:4]([OH:33])=[O:3])=[CH:26][N:27]=1. The yield is 0.720. (4) The reactants are [CH2:1]([C:8]#[N:9])[C:2]1[CH:7]=[CH:6][CH:5]=[CH:4][CH:3]=1.[H-].[Na+].[C:12](OCC)(=[O:16])[CH:13]([CH3:15])[CH3:14]. The catalyst is C1COCC1. The product is [CH3:14][CH:13]([CH3:15])[C:12](=[O:16])[CH:1]([C:2]1[CH:7]=[CH:6][CH:5]=[CH:4][CH:3]=1)[C:8]#[N:9]. The yield is 0.190. (5) The reactants are [NH2:1][C:2]1[CH:3]=[C:4]([CH2:9][C:10](=O)[CH3:11])[CH:5]=[CH:6][C:7]=1[F:8].[NH2:13][C:14]1[C:19]([CH:20]=O)=[CH:18][N:17]=[C:16]([Cl:22])[CH:15]=1.[OH-].[K+]. The catalyst is CCO.[Cl-].[Na+].O. The product is [Cl:22][C:16]1[CH:15]=[C:14]2[C:19]([CH:20]=[C:9]([C:4]3[CH:5]=[CH:6][C:7]([F:8])=[C:2]([CH:3]=3)[NH2:1])[C:10]([CH3:11])=[N:13]2)=[CH:18][N:17]=1. The yield is 0.600. (6) The reactants are Cl[C:2]1[CH:3]=[C:4]([NH:10][C:11]2[CH:21]=[C:14]3[CH2:15][O:16][C:17]([CH3:20])([CH3:19])[CH2:18][N:13]3[N:12]=2)[C:5](=[O:9])[N:6]([CH3:8])[N:7]=1.[C:22]([O:25][CH2:26][C:27]1[C:28]([N:42]2[CH2:53][CH2:52][C:51]3[C:50]4[CH2:49][C:48]([CH3:55])([CH3:54])[CH2:47][C:46]=4[S:45][C:44]=3[C:43]2=[O:56])=[N:29][CH:30]=[CH:31][C:32]=1B1OC(C)(C)C(C)(C)O1)(=[O:24])[CH3:23].C([O-])(=O)C.[Na+].[O-]P([O-])([O-])=O.[K+].[K+].[K+]. The catalyst is C1C=CC(P(C2C=CC=CC=2)[C-]2C=CC=C2)=CC=1.C1C=CC(P(C2C=CC=CC=2)[C-]2C=CC=C2)=CC=1.Cl[Pd]Cl.[Fe+2].O.C(#N)C. The product is [C:22]([O:25][CH2:26][C:27]1[C:28]([N:42]2[CH2:53][CH2:52][C:51]3[C:50]4[CH2:49][C:48]([CH3:55])([CH3:54])[CH2:47][C:46]=4[S:45][C:44]=3[C:43]2=[O:56])=[N:29][CH:30]=[CH:31][C:32]=1[C:2]1[CH:3]=[C:4]([NH:10][C:11]2[CH:21]=[C:14]3[N:13]([N:12]=2)[CH2:18][C:17]([CH3:20])([CH3:19])[O:16][CH2:15]3)[C:5](=[O:9])[N:6]([CH3:8])[N:7]=1)(=[O:24])[CH3:23]. The yield is 0.250. (7) The reactants are [Cl:1][C:2]1[C:3]([F:14])=[N:4][C:5]([F:13])=[C:6]([F:12])[C:7]=1[CH2:8]C(O)=O.[Br:15]Br. The catalyst is ClC1C=CC=CC=1.[Hg]=O. The product is [Br:15][CH2:8][C:7]1[C:6]([F:12])=[C:5]([F:13])[N:4]=[C:3]([F:14])[C:2]=1[Cl:1]. The yield is 0.750. (8) The yield is 0.380. The catalyst is C(OCC)C. The reactants are [CH2:1]([Li])[CH2:2][CH2:3][CH3:4].O=O.Br[C:9]1[CH:14]=[CH:13][C:12]([Cl:15])=[C:11]([CH2:16][C:17]2[CH:22]=[CH:21][C:20]([O:23][CH2:24][CH3:25])=[CH:19][CH:18]=2)[CH:10]=1.CON(C)[C:29](=[O:81])[C@H:30]([O:73]CC1C=CC=CC=1)[C@@H:31]([O:65][CH2:66][C:67]1[CH:72]=[CH:71][CH:70]=[CH:69][CH:68]=1)[C@H:32]([O:57][CH2:58][C:59]1[CH:64]=[CH:63][CH:62]=[CH:61][CH:60]=1)[C:33]([OH:56])([CH2:45][O:46][CH2:47][C:48]1[CH:53]=[CH:52][C:51]([O:54][CH3:55])=[CH:50][CH:49]=1)[CH2:34][O:35][CH2:36][C:37]1[CH:42]=[CH:41][C:40]([O:43][CH3:44])=[CH:39][CH:38]=1.[Al].O1C[CH2:87][CH2:86][CH2:85]1. The product is [CH2:1]([O:73][CH:30]1[C@@H:31]([O:65][CH2:66][C:67]2[CH:68]=[CH:69][CH:70]=[CH:71][CH:72]=2)[C@H:32]([O:57][CH2:58][C:59]2[CH:64]=[CH:63][CH:62]=[CH:61][CH:60]=2)[C:33]([CH2:45][O:46][CH2:47][C:48]2[CH:49]=[CH:50][C:51]([O:54][CH3:55])=[CH:52][CH:53]=2)([CH2:34][O:35][CH2:36][C:37]2[CH:38]=[CH:39][C:40]([O:43][CH3:44])=[CH:41][CH:42]=2)[O:56][C:29]1([C:9]1[CH:14]=[CH:13][C:12]([Cl:15])=[C:11]([CH2:16][C:17]2[CH:22]=[CH:21][C:20]([O:23][CH2:24][CH3:25])=[CH:19][CH:18]=2)[CH:10]=1)[OH:81])[C:2]1[CH:87]=[CH:86][CH:85]=[CH:4][CH:3]=1.